This data is from Reaction yield outcomes from USPTO patents with 853,638 reactions. The task is: Predict the reaction yield, written as a fraction of the theoretical maximum amount of product (1.0 means a 100% yield; for example, 0.34 means a 34% yield). (1) The reactants are [N+:1]([C:4]1[CH:5]=[N:6][NH:7][CH:8]=1)([O-:3])=[O:2].[CH:9]1(B(O)O)[CH2:11][CH2:10]1.C(=O)([O-])[O-].[Na+].[Na+].ClC(Cl)C. The catalyst is C([O-])(=O)C.[Cu+2].C([O-])(=O)C. The product is [CH:9]1([N:6]2[CH:5]=[C:4]([N+:1]([O-:3])=[O:2])[CH:8]=[N:7]2)[CH2:11][CH2:10]1. The yield is 0.370. (2) The reactants are CC1OC(CC2CCC(C3SC(C4C=CC(N)=CC=4)=CN=3)CC2)=NN=1.[N+:26]([C:29]1[CH:34]=[CH:33][C:32]([C:35]2[S:39][C:38]([CH:40]3[CH2:45][CH2:44][N:43]([CH:46]([CH3:54])[C:47]([O:49][C:50]([CH3:53])([CH3:52])[CH3:51])=[O:48])[CH2:42][CH2:41]3)=[N:37][CH:36]=2)=[CH:31][CH:30]=1)([O-])=O. No catalyst specified. The product is [NH2:26][C:29]1[CH:30]=[CH:31][C:32]([C:35]2[S:39][C:38]([CH:40]3[CH2:41][CH2:42][N:43]([CH:46]([CH3:54])[C:47]([O:49][C:50]([CH3:53])([CH3:52])[CH3:51])=[O:48])[CH2:44][CH2:45]3)=[N:37][CH:36]=2)=[CH:33][CH:34]=1. The yield is 0.860.